From a dataset of NCI-60 drug combinations with 297,098 pairs across 59 cell lines. Regression. Given two drug SMILES strings and cell line genomic features, predict the synergy score measuring deviation from expected non-interaction effect. (1) Cell line: OVCAR3. Synergy scores: CSS=8.09, Synergy_ZIP=-4.72, Synergy_Bliss=-2.20, Synergy_Loewe=-11.1, Synergy_HSA=-5.30. Drug 1: C1C(C(OC1N2C=C(C(=O)NC2=O)F)CO)O. Drug 2: CC(C)(C#N)C1=CC(=CC(=C1)CN2C=NC=N2)C(C)(C)C#N. (2) Drug 2: C1=CC(=CC=C1C#N)C(C2=CC=C(C=C2)C#N)N3C=NC=N3. Drug 1: CS(=O)(=O)C1=CC(=C(C=C1)C(=O)NC2=CC(=C(C=C2)Cl)C3=CC=CC=N3)Cl. Synergy scores: CSS=0.320, Synergy_ZIP=2.08, Synergy_Bliss=3.47, Synergy_Loewe=2.32, Synergy_HSA=0.383. Cell line: SW-620. (3) Synergy scores: CSS=32.5, Synergy_ZIP=-9.80, Synergy_Bliss=1.10, Synergy_Loewe=-39.5, Synergy_HSA=0.494. Cell line: MALME-3M. Drug 2: C1CC(=O)NC(=O)C1N2C(=O)C3=CC=CC=C3C2=O. Drug 1: C1=CN(C(=O)N=C1N)C2C(C(C(O2)CO)O)O.Cl. (4) Drug 1: CS(=O)(=O)C1=CC(=C(C=C1)C(=O)NC2=CC(=C(C=C2)Cl)C3=CC=CC=N3)Cl. Drug 2: CC1C(C(CC(O1)OC2CC(OC(C2O)C)OC3=CC4=CC5=C(C(=O)C(C(C5)C(C(=O)C(C(C)O)O)OC)OC6CC(C(C(O6)C)O)OC7CC(C(C(O7)C)O)OC8CC(C(C(O8)C)O)(C)O)C(=C4C(=C3C)O)O)O)O. Cell line: OVCAR-4. Synergy scores: CSS=26.0, Synergy_ZIP=4.89, Synergy_Bliss=11.0, Synergy_Loewe=11.5, Synergy_HSA=11.0.